From a dataset of Peptide-MHC class II binding affinity with 134,281 pairs from IEDB. Regression. Given a peptide amino acid sequence and an MHC pseudo amino acid sequence, predict their binding affinity value. This is MHC class II binding data. The peptide sequence is VQLIRMAEAEMVIHH. The MHC is DRB1_0801 with pseudo-sequence DRB1_0801. The binding affinity (normalized) is 0.507.